The task is: Predict the product of the given reaction.. This data is from Forward reaction prediction with 1.9M reactions from USPTO patents (1976-2016). (1) Given the reactants [C:1]([C:3]1[CH:8]=[CH:7][C:6]([CH2:9][C:10]([OH:12])=[O:11])=[CH:5][CH:4]=1)#[N:2].C[Si]([N-][Si](C)(C)C)(C)C.[Na+].[Cl:23][CH2:24][CH2:25][CH2:26][CH2:27]I, predict the reaction product. The product is: [Cl:23][CH2:24][CH2:25][CH2:26][CH2:27][CH:9]([C:6]1[CH:5]=[CH:4][C:3]([C:1]#[N:2])=[CH:8][CH:7]=1)[C:10]([OH:12])=[O:11]. (2) Given the reactants COC(C1[NH:6][C:7]2[CH:8]=[C:9]([NH:19][C:20]([O:22][C:23]([CH3:26])([CH3:25])[CH3:24])=[O:21])[CH:10]=[C:11]3[C:17](=[O:18])[NH:16][N:15]=[CH:14][C:13]=1[C:12]=23)=O.[Cl:27]N1C(=O)CCC1=O.O.[CH:36]([Cl:39])(Cl)Cl, predict the reaction product. The product is: [C:23]([O:22][C:20](=[O:21])[NH:19][C:9]1[CH:10]=[C:11]2[C:17](=[O:18])[NH:16][N:15]=[CH:14][C:13]3=[C:36]([Cl:39])[NH:6][C:7]([C:8]=1[Cl:27])=[C:12]23)([CH3:26])([CH3:25])[CH3:24]. (3) Given the reactants [C:1]([C:5]([C:8]([O:11][C:12]([C:18](F)=[O:19])([C:14]([F:17])([F:16])[F:15])[F:13])([F:10])[F:9])([F:7])[F:6])([F:4])([F:3])[F:2].[CH:21]([CH2:26][OH:27])([CH2:24][Br:25])[CH2:22][Br:23], predict the reaction product. The product is: [CH:21]([CH2:26][O:27][C:18]([C:12]([O:11][C:8]([C:5]([C:1]([F:2])([F:3])[F:4])([F:6])[F:7])([F:10])[F:9])([C:14]([F:16])([F:17])[F:15])[F:13])=[O:19])([CH2:24][Br:25])[CH2:22][Br:23]. (4) Given the reactants [OH:1][CH2:2][C:3]1[CH:10]=[CH:9][C:6]([C:7]#[N:8])=[CH:5][CH:4]=1.[H-].[Na+].CI.[C:15](OCC)(=O)C.CCCCCC, predict the reaction product. The product is: [CH3:15][O:1][CH2:2][C:3]1[CH:10]=[CH:9][C:6]([C:7]#[N:8])=[CH:5][CH:4]=1.